Dataset: Full USPTO retrosynthesis dataset with 1.9M reactions from patents (1976-2016). Task: Predict the reactants needed to synthesize the given product. Given the product [C:14]([NH:13][C@H:10]1[CH2:9][C@@H:8]([NH:18][C:19](=[O:21])[CH3:20])[C@@H:7]([N:4]2[CH2:5][CH2:6][C@H:2]([NH:1][C:24]3[C:33]4[C:28](=[CH:29][CH:30]=[C:31]([C:34]([F:36])([F:37])[F:35])[CH:32]=4)[N:27]=[CH:26][N:25]=3)[C:3]2=[O:22])[CH2:12][CH2:11]1)([CH3:17])([CH3:15])[CH3:16], predict the reactants needed to synthesize it. The reactants are: [NH2:1][C@H:2]1[CH2:6][CH2:5][N:4]([C@H:7]2[CH2:12][CH2:11][C@@H:10]([NH:13][C:14]([CH3:17])([CH3:16])[CH3:15])[CH2:9][C@H:8]2[NH:18][C:19](=[O:21])[CH3:20])[C:3]1=[O:22].Cl[C:24]1[C:33]2[C:28](=[CH:29][CH:30]=[C:31]([C:34]([F:37])([F:36])[F:35])[CH:32]=2)[N:27]=[CH:26][N:25]=1.